Dataset: Catalyst prediction with 721,799 reactions and 888 catalyst types from USPTO. Task: Predict which catalyst facilitates the given reaction. (1) Reactant: [NH3:1].[Cl:2][C:3]1[C:8]([N+:9]([O-:11])=[O:10])=[C:7](Cl)[N:6]=[C:5]([C:13]2[CH:18]=[CH:17][C:16]([F:19])=[CH:15][CH:14]=2)[N:4]=1.Cl. Product: [NH2:1][C:7]1[C:8]([N+:9]([O-:11])=[O:10])=[C:3]([Cl:2])[N:4]=[C:5]([C:13]2[CH:18]=[CH:17][C:16]([F:19])=[CH:15][CH:14]=2)[N:6]=1. The catalyst class is: 7. (2) Reactant: [C:1]([C:4]1[CH:22]=[CH:21][C:7]2[S:8][C:9]([CH3:20])=[C:10]([CH2:11][C:12]3[CH:17]=[CH:16][C:15]([Cl:18])=[CH:14][C:13]=3[Cl:19])[C:6]=2[CH:5]=1)([OH:3])=O.C(N1C=CN=C1)(N1C=CN=C1)=O.[CH2:35]([S:40]([NH2:43])(=[O:42])=[O:41])[CH2:36][CH2:37][CH2:38][CH3:39].C1CCN2C(=NCCC2)CC1. Product: [Cl:19][C:13]1[CH:14]=[C:15]([Cl:18])[CH:16]=[CH:17][C:12]=1[CH2:11][C:10]1[C:6]2[CH:5]=[C:4]([C:1](=[O:3])[NH:43][S:40]([CH2:35][CH2:36][CH2:37][CH2:38][CH3:39])(=[O:42])=[O:41])[CH:22]=[CH:21][C:7]=2[S:8][C:9]=1[CH3:20]. The catalyst class is: 9. (3) Reactant: O.[C:2]1([CH3:12])[CH:7]=CC(S(O)(=O)=O)=C[CH:3]=1.[CH3:13][O:14][C:15]([O:18]C)([CH3:17])[CH3:16].O.C1(C)C(S(O)(=O)=[O:28])=CC=CC=1. Product: [CH3:16][C:15]1([CH3:17])[O:18][CH2:7][C:2]([CH3:12])([CH2:3][OH:28])[CH2:13][O:14]1. The catalyst class is: 21. (4) Reactant: [Cl:1][C:2]1[CH:6]=[C:5]([C:7]([O:9]C)=[O:8])[N:4]([C:11]2[CH:12]=[N:13][CH:14]=[CH:15][CH:16]=2)[N:3]=1. Product: [ClH:1].[Cl:1][C:2]1[CH:6]=[C:5]([C:7]([OH:9])=[O:8])[N:4]([C:11]2[CH:12]=[N:13][CH:14]=[CH:15][CH:16]=2)[N:3]=1. The catalyst class is: 33.